This data is from Reaction yield outcomes from USPTO patents with 853,638 reactions. The task is: Predict the reaction yield, written as a fraction of the theoretical maximum amount of product (1.0 means a 100% yield; for example, 0.34 means a 34% yield). (1) The reactants are [NH2:1][C:2]1[CH:7]=[CH:6][C:5]([C:8]2[S:9][C:10]3[CH:16]=[C:15]([O:17]C)[CH:14]=[CH:13][C:11]=3[N:12]=2)=[CH:4][C:3]=1[I:19].B(Br)(Br)Br. The catalyst is C(Cl)Cl. The product is [I:19][C:3]1[CH:4]=[C:5]([C:8]2[S:9][C:10]3[CH:16]=[C:15]([OH:17])[CH:14]=[CH:13][C:11]=3[N:12]=2)[CH:6]=[CH:7][C:2]=1[NH2:1]. The yield is 0.580. (2) The reactants are B(Br)(Br)Br.[CH2:5]([C:12]1[CH:13]=[C:14]([C:20]2[CH:25]=[CH:24][C:23]([CH2:26][CH2:27][C:28]#[N:29])=[CH:22][C:21]=2[CH2:30][CH:31]([CH3:33])[CH3:32])[CH:15]=[CH:16][C:17]=1[O:18]C)[C:6]1[CH:11]=[CH:10][CH:9]=[CH:8][CH:7]=1.O. The catalyst is C(Cl)Cl. The product is [CH2:5]([C:12]1[CH:13]=[C:14]([C:20]2[CH:25]=[CH:24][C:23]([CH2:26][CH2:27][C:28]#[N:29])=[CH:22][C:21]=2[CH2:30][CH:31]([CH3:33])[CH3:32])[CH:15]=[CH:16][C:17]=1[OH:18])[C:6]1[CH:11]=[CH:10][CH:9]=[CH:8][CH:7]=1. The yield is 0.960.